This data is from Forward reaction prediction with 1.9M reactions from USPTO patents (1976-2016). The task is: Predict the product of the given reaction. (1) Given the reactants C(OC([N:8]1[CH2:13][CH2:12][CH:11]([O:14][C:15]2[CH:20]=[CH:19][C:18]([C:21]([F:24])([F:23])[F:22])=[CH:17][CH:16]=2)[CH2:10][CH2:9]1)=O)(C)(C)C.FC(F)(F)C(O)=O, predict the reaction product. The product is: [F:24][C:21]([F:22])([F:23])[C:18]1[CH:19]=[CH:20][C:15]([O:14][CH:11]2[CH2:10][CH2:9][NH:8][CH2:13][CH2:12]2)=[CH:16][CH:17]=1. (2) The product is: [CH3:21][O:22][CH2:23][CH2:24][CH:4]([C:3]([O:9][C:10]([CH3:20])([CH3:19])[CH3:11])=[O:8])[C:5]([O:7][CH2:27][C:28]1[CH:33]=[CH:32][CH:31]=[CH:30][CH:29]=1)=[O:6]. Given the reactants [H-].[Na+].[C:3]([O:9][C:10]([CH3:20])([CH3:19])[CH2:11]CC1C=CC=CC=1)(=[O:8])[CH2:4][C:5]([O-:7])=[O:6].[CH3:21][O:22][CH2:23][CH2:24]Br.O.[CH3:27][CH2:28][CH2:29][CH2:30][CH2:31][CH2:32][CH3:33], predict the reaction product.